Dataset: Full USPTO retrosynthesis dataset with 1.9M reactions from patents (1976-2016). Task: Predict the reactants needed to synthesize the given product. (1) Given the product [Cl:1][C:2]1[C:3]([CH3:32])=[C:4]([CH2:8][N:9]2[C:13]3[CH:14]=[C:15]([N:22]4[CH2:23][CH2:24][O:25][CH2:26][CH2:27]4)[CH:16]=[C:17]([C:18]([OH:20])=[O:19])[C:12]=3[N:11]=[C:10]2[C:28]([F:31])([F:29])[F:30])[CH:5]=[CH:6][CH:7]=1, predict the reactants needed to synthesize it. The reactants are: [Cl:1][C:2]1[C:3]([CH3:32])=[C:4]([CH2:8][N:9]2[C:13]3[CH:14]=[C:15]([N:22]4[CH2:27][CH2:26][O:25][CH2:24][CH2:23]4)[CH:16]=[C:17]([C:18]([O:20]C)=[O:19])[C:12]=3[N:11]=[C:10]2[C:28]([F:31])([F:30])[F:29])[CH:5]=[CH:6][CH:7]=1.[OH-].[Na+].Cl. (2) Given the product [CH2:42]([N:13]1[C:14]2[C:19](=[CH:18][CH:17]=[CH:16][CH:15]=2)[C:20]([CH2:21][CH2:22][CH2:23][CH2:24][CH3:25])=[C:12]1[C:8]1[CH:7]=[C:6]2[C:11](=[CH:10][CH:9]=1)[C:2]([Br:1])=[C:3]([O:26][CH2:27][C:28]#[N:29])[CH:4]=[CH:5]2)[C:39]1[CH:40]=[CH:41][CH:36]=[CH:37][CH:38]=1, predict the reactants needed to synthesize it. The reactants are: [Br:1][C:2]1[C:11]2[C:6](=[CH:7][C:8]([C:12]3[NH:13][C:14]4[C:19]([C:20]=3[CH2:21][CH2:22][CH2:23][CH2:24][CH3:25])=[CH:18][CH:17]=[CH:16][CH:15]=4)=[CH:9][CH:10]=2)[CH:5]=[CH:4][C:3]=1[O:26][CH2:27][C:28]#[N:29].CC([O-])(C)C.[K+].[CH:36]1[CH:41]=[CH:40][C:39]([CH2:42]Br)=[CH:38][CH:37]=1. (3) Given the product [CH:1]1([C:6]2[CH:7]=[C:8]([NH:18][C:25]([C:20]3[CH:21]=[CH:22][CH:23]=[CH:24][N:19]=3)=[O:26])[CH:9]=[N:10][C:11]=2[O:12][CH2:13][C:14]([F:15])([F:16])[F:17])[CH2:2][CH2:3][CH2:4][CH2:5]1, predict the reactants needed to synthesize it. The reactants are: [CH:1]1([C:6]2[CH:7]=[C:8]([NH2:18])[CH:9]=[N:10][C:11]=2[O:12][CH2:13][C:14]([F:17])([F:16])[F:15])[CH2:5][CH2:4][CH2:3][CH2:2]1.[N:19]1[CH:24]=[CH:23][CH:22]=[CH:21][C:20]=1[C:25](O)=[O:26]. (4) Given the product [CH:18]([O:17][C:10]1[CH:9]=[C:8]([C:21]([F:22])([F:23])[F:24])[C:7]2[CH:6]=[C:5]3[N:4]([CH2:25][C:26]([F:28])([F:29])[F:27])[CH:3]([CH2:2][O:1][CH3:33])[CH2:16][O:15][C:14]3=[CH:13][C:12]=2[N:11]=1)([CH3:20])[CH3:19], predict the reactants needed to synthesize it. The reactants are: [OH:1][CH2:2][CH:3]1[CH2:16][O:15][C:14]2[C:5](=[CH:6][C:7]3[C:8]([C:21]([F:24])([F:23])[F:22])=[CH:9][C:10]([O:17][CH:18]([CH3:20])[CH3:19])=[N:11][C:12]=3[CH:13]=2)[N:4]1[CH2:25][C:26]([F:29])([F:28])[F:27].[H-].[Na+].I[CH3:33]. (5) Given the product [CH2:23]([C:19]1[CH:20]=[C:21]([CH3:22])[C:16]([N:13]2[CH2:14][CH2:15][N:10]([C:8]([C:5]3[CH:6]=[CH:7][C:2]([N:32]4[CH2:33][CH2:34][N:30]([CH3:29])[C:31]4=[O:35])=[CH:3][C:4]=3[S:25]([CH3:28])(=[O:27])=[O:26])=[O:9])[CH2:11][CH2:12]2)=[N:17][CH:18]=1)[CH3:24], predict the reactants needed to synthesize it. The reactants are: Br[C:2]1[CH:7]=[CH:6][C:5]([C:8]([N:10]2[CH2:15][CH2:14][N:13]([C:16]3[C:21]([CH3:22])=[CH:20][C:19]([CH2:23][CH3:24])=[CH:18][N:17]=3)[CH2:12][CH2:11]2)=[O:9])=[C:4]([S:25]([CH3:28])(=[O:27])=[O:26])[CH:3]=1.[CH3:29][N:30]1[CH2:34][CH2:33][NH:32][C:31]1=[O:35]. (6) Given the product [Cl:51][C:52]1[CH:57]=[CH:56][C:55]([CH:58]([NH:65][C:48]([C:33]2([NH:32][C:30](=[O:31])[O:29][C:25]([CH3:27])([CH3:26])[CH3:28])[CH2:38][CH2:37][N:36]([C:39]3[C:40]4[CH:47]=[CH:46][NH:45][C:41]=4[N:42]=[CH:43][N:44]=3)[CH2:35][CH2:34]2)=[O:50])[CH2:59][C:60]2[S:61][CH:62]=[CH:63][N:64]=2)=[CH:54][CH:53]=1, predict the reactants needed to synthesize it. The reactants are: CN(C(ON1N=NC2C=CC=NC1=2)=[N+](C)C)C.F[P-](F)(F)(F)(F)F.[C:25]([O:29][C:30]([NH:32][C:33]1([C:48]([OH:50])=O)[CH2:38][CH2:37][N:36]([C:39]2[C:40]3[CH:47]=[CH:46][NH:45][C:41]=3[N:42]=[CH:43][N:44]=2)[CH2:35][CH2:34]1)=[O:31])([CH3:28])([CH3:27])[CH3:26].[Cl:51][C:52]1[CH:57]=[CH:56][C:55]([CH:58]([NH2:65])[CH2:59][C:60]2[S:61][CH:62]=[CH:63][N:64]=2)=[CH:54][CH:53]=1.C(N(CC)C(C)C)(C)C. (7) Given the product [CH2:34]([O:33][C:31]([N:29]1[CH2:30][C:25]2[C:24]([N:36]3[CH2:41][CH2:40][O:39][CH2:38][C@@H:37]3[CH3:42])=[N:23][C:22]([C:8]3[CH:9]=[CH:10][C:11]([NH:12][C:13]([NH:1][CH2:2][CH2:3][OH:4])=[O:14])=[C:6]([F:5])[CH:7]=3)=[N:27][C:26]=2[CH2:28]1)=[O:32])[CH3:35], predict the reactants needed to synthesize it. The reactants are: [NH2:1][CH2:2][CH2:3][OH:4].[F:5][C:6]1[CH:7]=[C:8]([C:22]2[N:23]=[C:24]([N:36]3[CH2:41][CH2:40][O:39][CH2:38][C@@H:37]3[CH3:42])[C:25]3[CH2:30][N:29]([C:31]([O:33][CH2:34][CH3:35])=[O:32])[CH2:28][C:26]=3[N:27]=2)[CH:9]=[CH:10][C:11]=1[NH:12][C:13](OC1C=CC=CC=1)=[O:14]. (8) Given the product [C:16]1([C:14](=[C:25]2[CH2:26][C:27]([CH3:30])([CH3:29])[CH2:28][C:23]([CH3:32])([CH3:22])[CH2:24]2)[C:11]2[CH:12]=[CH:13][C:8]([O:7][CH2:6][CH2:5][O:4][CH2:3][CH2:2][OH:1])=[CH:9][CH:10]=2)[CH:21]=[CH:20][CH:19]=[CH:18][CH:17]=1, predict the reactants needed to synthesize it. The reactants are: [OH:1][CH2:2][CH2:3][O:4][CH2:5][CH2:6][O:7][C:8]1[CH:13]=[CH:12][C:11]([C:14]([C:16]2[CH:21]=[CH:20][CH:19]=[CH:18][CH:17]=2)=O)=[CH:10][CH:9]=1.[CH3:22][C:23]1([CH3:32])[CH2:28][C:27]([CH3:30])([CH3:29])[CH2:26][C:25](=O)[CH2:24]1. (9) Given the product [OH:15][CH:14]([C:2]1[CH:6]=[CH:5][S:4][CH:3]=1)[CH:16]1[CH2:21][CH2:20][CH2:19][N:18]([C:22]([O:24][C:25]([CH3:28])([CH3:27])[CH3:26])=[O:23])[CH2:17]1, predict the reactants needed to synthesize it. The reactants are: Br[C:2]1[CH:6]=[CH:5][S:4][CH:3]=1.C([Mg]Cl)(C)C.[Cl-].[Li+].[CH:14]([CH:16]1[CH2:21][CH2:20][CH2:19][N:18]([C:22]([O:24][C:25]([CH3:28])([CH3:27])[CH3:26])=[O:23])[CH2:17]1)=[O:15].